Dataset: Forward reaction prediction with 1.9M reactions from USPTO patents (1976-2016). Task: Predict the product of the given reaction. Given the reactants [CH:1]12[CH2:10][CH:5]3[CH2:6][CH:7]([CH2:9][CH:3]([CH2:4]3)[CH:2]1[NH:11][C:12]([C:14]1[N:19]=[C:18]([N:20]3[CH2:25][CH2:24][N:23]([CH2:26][CH2:27][C:28]([O:30]C)=[O:29])[CH2:22][CH2:21]3)[CH:17]=[CH:16][CH:15]=1)=[O:13])[CH2:8]2.Cl, predict the reaction product. The product is: [CH:1]12[CH2:10][CH:5]3[CH2:6][CH:7]([CH2:9][CH:3]([CH2:4]3)[CH:2]1[NH:11][C:12]([C:14]1[N:19]=[C:18]([N:20]3[CH2:25][CH2:24][N:23]([CH2:26][CH2:27][C:28]([OH:30])=[O:29])[CH2:22][CH2:21]3)[CH:17]=[CH:16][CH:15]=1)=[O:13])[CH2:8]2.